Dataset: Drug-target binding data from BindingDB using IC50 measurements. Task: Regression. Given a target protein amino acid sequence and a drug SMILES string, predict the binding affinity score between them. We predict pIC50 (pIC50 = -log10(IC50 in M); higher means more potent). Dataset: bindingdb_ic50. The drug is CCCCCCSCC(=O)C(F)(F)F. The target protein sequence is MIQQRMLQLLLLGQLLAGPGPFCAALATVDQLTVCPPSVGCLKGTNLQGYQSERFEAFMGIPYALPPIGDLRFSNPKVMPKLLGMYDASAPKMDCIQKNYLLPTPVVYGDEDCLYLNVYRPEIRKSALPVMVYIHGGGFFGGSAGPGVTGPEYFMDSGEVILVTMAYRLGPFGFLSTQDAVMSGNFGLKDQNLALRWVQRNIRFFGGDPQRVTIFGQSAGGVAAHMHLLSPRSHGLFHRVISMSGTANVPFAIAEQPLEQARLLAEFADVPDARNLSTVKLTKALRRINATKLLNAGDGLKYWDVDHMTNFRPVVEEGLEVDAFLNAHPMDMLAQGMPTSIPLLLGTVPGEGAVRVVNILGNETLRQSFNLRFDELLQELLEFPASFSQDRREKMMDLLVEVYFQGQHEVNELTVQGFMNLISDRGFKQPLYNTIHKNVCHTPNPVYLYSFNYQGPLSYASAYTSANVTGKYGVVHCDDLLYLFRSPLLFPDFQRNSTEA.... The pIC50 is 7.5.